Dataset: Forward reaction prediction with 1.9M reactions from USPTO patents (1976-2016). Task: Predict the product of the given reaction. Given the reactants [F:1][C:2]([F:13])([F:12])[CH:3]([C:8]([F:11])([F:10])[F:9])[CH:4]([CH2:6][OH:7])[NH2:5].C(N(CC)CC)C.[Cl:21][C:22]1[CH:27]=[CH:26][C:25]([S:28](Cl)(=[O:30])=[O:29])=[CH:24][C:23]=1[O:32][CH3:33], predict the reaction product. The product is: [Cl:21][C:22]1[CH:27]=[CH:26][C:25]([S:28]([NH:5][CH:4]([CH2:6][OH:7])[CH:3]([C:8]([F:10])([F:9])[F:11])[C:2]([F:12])([F:13])[F:1])(=[O:30])=[O:29])=[CH:24][C:23]=1[O:32][CH3:33].